Dataset: Experimentally validated miRNA-target interactions with 360,000+ pairs, plus equal number of negative samples. Task: Binary Classification. Given a miRNA mature sequence and a target amino acid sequence, predict their likelihood of interaction. (1) The miRNA is hsa-miR-4441 with sequence ACAGGGAGGAGAUUGUA. The protein sequence of the target gene is MDFDERGPCSSNMYLPSCTYYVSGPDFSSLPSFLPQTPSSRPMTYSYSSNLPQVQPVREVTFREYAIEPATKWHPRGNLAHCYSAEELVHRDCLQAPSAAGVPGDVLAKSSANVYHHPTPAVSSNFYSTVGRNGVLPQAFDQFFETAYGTPENLASSDYPGDKSAEKGPPAATATSAAAAAAATGAPATSSSDSGGGGGCRETAAAAEEKERRRRPESSSSPESSSGHTEDKAGGSSGQRTRKKRCPYTKYQIRELEREFFFSVYINKEKRLQLSRMLNLTDRQVKIWFQNRRMKEKKIN.... Result: 1 (interaction). (2) The miRNA is hsa-miR-17-5p with sequence CAAAGUGCUUACAGUGCAGGUAG. The protein sequence of the target gene is MAALLRRLLQRERPSAASGRPVGRREANLGTDAGVAVRVRFAPSPTGFLHLGGLRTALYNYIFAKKYQGSFILRLEDTDQTRVVPGAAENIEDMLEWAGIPPDESPRRGGPAGPYQQSQRLELYAQATEALLKTGAAYPCFCSPQRLELLKKEALRNHQTPRYDNRCRNMSQEQVAQKLAKDPKPAIRFRLEQVVPAFQDLVYGWNRHEVASVEGDPVIMKSDGFPTYHLACVVDDHHMGISHVLRGSEWLVSTAKHLLLYQALGWQPPHFAHLPLLLNRDGSKLSKRQGDVFLEHFAAD.... Result: 1 (interaction). (3) The miRNA is hsa-miR-338-5p with sequence AACAAUAUCCUGGUGCUGAGUG. The protein sequence of the target gene is MSPESGHSRIFEATAGPNKPESGFAEDSAARGEGVSDLHEVVSLKERMARYQAAVSRGDCRSFSANMMEESEMCAVPGGLAKVKKQFEDEITSSRNTFAQYQYQHQNRSEQEAIHSSQVGTSRSSQEMARNEQEGSKVQKIDVHGTEMVSHLEKHTEEVNQASQFHQYVQETVIDTPEDEEIPKVSTKLLKEQFEKSAQEKILYSDKEMTTPAKQIKTESEYEETFKPSSVVSTSSTSCVSTSQRKETSTTRYSDHSVTSSTLAQINATSSGMTEEFPPPPPDVLQTSVDVTAFSQSPEL.... Result: 1 (interaction). (4) Result: 0 (no interaction). The miRNA is hsa-miR-4777-3p with sequence AUACCUCAUCUAGAAUGCUGUA. The protein sequence of the target gene is MGSAEDAVKEKLLWNVKKEVKQIMEEAVTRKFVHEDSSHIIALCGAVEACLLHQLRRRAAGFLRSDKMAALFTKVGKTCPVAEDICHKVQELQQQAEGRKPSGGSQEALRKQGSTGGKAPALSPQALKHIWVRTALMEKVLDRVVQYLAENCSKYYEKEALLADPVFGPILACLLVGPCALEYTKLKTADHYWTDPSADELVQRHRIRGPPNRQDSPAKRPALGIRKRHSSGSASEDRLAACAREYVESLHQNSRTRLLYGKNNVLVQPKEDMEAVPGYLSLHQSAENLTLKWTPNQLMN.... (5) The miRNA is hsa-miR-655-3p with sequence AUAAUACAUGGUUAACCUCUUU. The protein sequence of the target gene is MPAATVDHSQRICEVWACNLDEEMKKIRQVIRKYNYVAMDTEFPGVVARPIGEFRSNADYQYQLLRCNVDLLKIIQLGLTFMNEQGEYPPGTSTWQFNFKFNLTEDMYAQDSIELLTTSGIQFKKHEEEGIETQYFAELLMTSGVVLCEGVKWLSFHSGYDFGYLIKILTNSNLPEEELDFFEILRLFFPVIYDVKYLMKSCKNLKGGLQEVAEQLELERIGPQHQAGSDSLLTGMAFFKMREMFFEDHIDDAKYCGHLYGLGSGSSYVQNGTGNAYEEEANKQS. Result: 0 (no interaction). (6) Result: 0 (no interaction). The miRNA is hsa-miR-581 with sequence UCUUGUGUUCUCUAGAUCAGU. The protein sequence of the target gene is MDIEDEENMSSSSTDVKENRNLDNVSPKDGSTPGPGEGSQLSNGGGGGPGRKRPLEEGSNGHSKYRLKKRRKTPGPVLPKNALMQLNEIKPGLQYTLLSQTGPVHAPLFVMSVEVNGQVFEGSGPTKKKAKLHAAEKALRSFVQFPNASEAHLAMGRTLSVNTDFTSDQADFPDTLFNGFETPDKAEPPFYVGSNGDDSFSSSGDLSLSASPVPASLAQPPLPVLPPFPPPSGKNPVMILNELRPGLKYDFLSESGESHAKSFVMSVVVDGQFFEGSGRNKKLAKARAAQSALAAIFNLH.... (7) The miRNA is mmu-miR-486b-5p with sequence UCCUGUACUGAGCUGCCCCGAG. The protein sequence of the target gene is MEENLISMREDHSFHVRYRMEASCLELALEGERLCKSGDCRAGVSFFEAAVQVGTEDLKTLSAIYSQLGNAYFYLHDYAKALEYHHHDLTLARTIGDQLGEAKASGNLGNTLKVLGNFDEAIVCCQRHLDISRELNDKVGEARALYNLGNVYHAKGKSFGCPGPQDVGEFPEEVRDALQAAVDFYEENLSLVTALGDRAAQGRAFGNLGNTHYLLGNFRDAVIAHEQRLLIAKEFGDKAAERRAYSNLGNAYIFLGEFETASEYYKKTLLLARQLKDRAVEAQSCYSLGNTYTLLQDYEK.... Result: 0 (no interaction).